From a dataset of Forward reaction prediction with 1.9M reactions from USPTO patents (1976-2016). Predict the product of the given reaction. (1) Given the reactants [C:1](=[O:20])([O:12][CH2:13][C:14]1[CH:19]=[CH:18][N:17]=[CH:16][CH:15]=1)OC1C=CC([N+]([O-])=O)=CC=1.[CH3:21][O:22][C:23](=[O:34])[C@H:24]([CH2:26][C:27]1[CH:32]=[CH:31][C:30]([OH:33])=[CH:29][CH:28]=1)[NH2:25].CCN(C(C)C)C(C)C, predict the reaction product. The product is: [CH3:21][O:22][C:23]([C@@H:24]([NH:25][C:1](=[O:20])[O:12][CH2:13][C:14]1[CH:15]=[CH:16][N:17]=[CH:18][CH:19]=1)[CH2:26][C:27]1[CH:28]=[CH:29][C:30]([OH:33])=[CH:31][CH:32]=1)=[O:34]. (2) Given the reactants [CH3:1][O:2][C:3]1[CH:17]=[C:16]([O:18][CH3:19])[CH:15]=[CH:14][C:4]=1[CH:5]=[N:6][C:7]1[CH:12]=[CH:11][CH:10]=[C:9]([F:13])[N:8]=1.[BH4-].[Na+], predict the reaction product. The product is: [CH3:1][O:2][C:3]1[CH:17]=[C:16]([O:18][CH3:19])[CH:15]=[CH:14][C:4]=1[CH2:5][NH:6][C:7]1[CH:12]=[CH:11][CH:10]=[C:9]([F:13])[N:8]=1. (3) Given the reactants [C:1]1([CH2:7][CH2:8][CH2:9][CH:10]([CH2:13][CH2:14][CH3:15])[CH2:11][OH:12])[CH:6]=[CH:5][CH:4]=[CH:3][CH:2]=1.[H][H], predict the reaction product. The product is: [CH:1]1([CH2:7][CH2:8][CH2:9][CH:10]([CH2:13][CH2:14][CH3:15])[CH2:11][OH:12])[CH2:6][CH2:5][CH2:4][CH2:3][CH2:2]1. (4) Given the reactants [OH:1][C:2]1[CH:7]=[CH:6][N:5]([CH:8]([CH:13]([CH3:15])[CH3:14])[C:9]([F:12])([F:11])[F:10])[C:4](=[O:16])[C:3]=1[C:17]#[N:18].[C:19](=O)([O-])[O-].[K+].[K+].CI.O, predict the reaction product. The product is: [CH3:19][O:1][C:2]1[CH:7]=[CH:6][N:5]([CH:8]([CH:13]([CH3:15])[CH3:14])[C:9]([F:11])([F:12])[F:10])[C:4](=[O:16])[C:3]=1[C:17]#[N:18]. (5) Given the reactants [Br:1][C:2]1[CH:3]=[CH:4][C:5]2[N:6]([C:8](I)=[CH:9][N:10]=2)[CH:7]=1.[CH3:12][O:13][C:14]1[CH:19]=[CH:18][C:17](B(O)O)=[CH:16][CH:15]=1, predict the reaction product. The product is: [Br:1][C:2]1[CH:3]=[CH:4][C:5]2[N:6]([C:8]([C:17]3[CH:18]=[CH:19][C:14]([O:13][CH3:12])=[CH:15][CH:16]=3)=[CH:9][N:10]=2)[CH:7]=1. (6) Given the reactants [NH:1]1[CH2:6]C[C:4]2([C:14]3[C:9](=[CH:10][CH:11]=[CH:12][CH:13]=3)[CH2:8][CH2:7]2)[NH:3][C:2]1=[S:15].[CH3:16]I, predict the reaction product. The product is: [CH3:16][S:15][C:2]1[NH:1][CH2:6][C:4]2([N:3]=1)[C:14]1[C:9](=[CH:10][CH:11]=[CH:12][CH:13]=1)[CH2:8][CH2:7]2.